Dataset: Catalyst prediction with 721,799 reactions and 888 catalyst types from USPTO. Task: Predict which catalyst facilitates the given reaction. (1) Reactant: [CH2:1]([O:3][P:4]([CH2:9][NH:10][C:11]1[CH:20]=[CH:19][C:18]2[C:13](=[C:14]([C:22]3[C:31]4[C:26](=[CH:27][CH:28]=[CH:29][CH:30]=4)[CH:25]=[CH:24][CH:23]=3)[CH:15]=[C:16](I)[CH:17]=2)[N:12]=1)(=[O:8])[O:5][CH2:6][CH3:7])[CH3:2].[N:32]1[CH:37]=[CH:36][CH:35]=[C:34](B(O)O)[CH:33]=1.C([O-])([O-])=O.[Na+].[Na+]. Product: [CH2:1]([O:3][P:4]([CH2:9][NH:10][C:11]1[CH:20]=[CH:19][C:18]2[C:13](=[C:14]([C:22]3[C:31]4[C:26](=[CH:27][CH:28]=[CH:29][CH:30]=4)[CH:25]=[CH:24][CH:23]=3)[CH:15]=[C:16]([C:34]3[CH:33]=[N:32][CH:37]=[CH:36][CH:35]=3)[CH:17]=2)[N:12]=1)(=[O:8])[O:5][CH2:6][CH3:7])[CH3:2]. The catalyst class is: 6. (2) Reactant: [Na].C(O[C:5](=[O:14])[C:6](=O)[CH2:7][C:8]([O:10][CH2:11][CH3:12])=[O:9])C.Cl.[CH3:16][O:17][C:18]1[CH:19]=[C:20]([NH:24][NH2:25])[CH:21]=[CH:22][CH:23]=1. Product: [CH2:11]([O:10][C:8]([C:7]1[CH:6]=[C:5]([OH:14])[N:24]([C:20]2[CH:21]=[CH:22][CH:23]=[C:18]([O:17][CH3:16])[CH:19]=2)[N:25]=1)=[O:9])[CH3:12]. The catalyst class is: 86. (3) Product: [C:1]([O:5][CH2:6][CH2:7][CH2:8][CH3:9])(=[O:4])[CH:2]=[CH2:3].[C:10]([OH:14])(=[O:13])[CH:11]=[CH2:12]. The catalyst class is: 32. Reactant: [C:1]([O:5][CH2:6][CH2:7][CH2:8][CH3:9])(=[O:4])[CH:2]=[CH2:3].[C:10]([OH:14])(=[O:13])[CH:11]=[CH2:12].N(C(C)(C)C#N)=NC(C)(C)C#N. (4) Reactant: [N:1]1[C:8]([Cl:9])=[N:7][C:5](Cl)=[N:4][C:2]=1[Cl:3].[N+:10]([C:13]1[CH:14]=[C:15]([CH:17]=[CH:18][CH:19]=1)[NH2:16])([O-:12])=[O:11].[OH-].[Na+]. Product: [Cl:9][C:8]1[N:1]=[C:2]([Cl:3])[N:4]=[C:5]([NH:16][C:15]2[CH:17]=[CH:18][CH:19]=[C:13]([N+:10]([O-:12])=[O:11])[CH:14]=2)[N:7]=1. The catalyst class is: 21. (5) Reactant: [Cl:1][C:2]1[C:11]2[C:6](=[CH:7][CH:8]=[CH:9][CH:10]=2)[N:5]=[CH:4][CH:3]=1.S(=O)(=O)(O)O.[N+:17]([O-])([OH:19])=[O:18].[OH-].[NH4+]. Product: [Cl:1][C:2]1[C:11]2[C:6](=[C:7]([N+:17]([O-:19])=[O:18])[CH:8]=[CH:9][CH:10]=2)[N:5]=[CH:4][CH:3]=1. The catalyst class is: 13. (6) Reactant: [F:1][C:2]([F:12])([F:11])[CH2:3][CH2:4][S:5][CH2:6][CH2:7][C:8]([OH:10])=O.C(N1C=CN=C1)([N:15]1[CH:19]=[CH:18]N=C1)=O.Cl.N1C=CN=C1.[Cl:31][C:32]1(NCC)[CH:36]=[CH:35][N:34]([C:37]2[CH:38]=[N:39][CH:40]=[CH:41][CH:42]=2)[NH:33]1. The catalyst class is: 10. Product: [Cl:31][C:32]1[C:36]([N:15]([CH2:19][CH3:18])[C:8](=[O:10])[CH2:7][CH2:6][S:5][CH2:4][CH2:3][C:2]([F:1])([F:12])[F:11])=[CH:35][N:34]([C:37]2[CH:38]=[N:39][CH:40]=[CH:41][CH:42]=2)[N:33]=1. (7) Reactant: Cl.Cl.[N:3]1[C:11]2[CH2:10][CH2:9][NH:8][CH2:7][C:6]=2[NH:5][CH:4]=1.C([O-])(O)=O.[Na+].[CH2:17]([O:24][C:25](ON1C(=O)CCC1=O)=[O:26])[C:18]1[CH:23]=[CH:22][CH:21]=[CH:20][CH:19]=1. Product: [N:3]1[C:11]2[CH2:10][CH2:9][N:8]([C:25]([O:24][CH2:17][C:18]3[CH:23]=[CH:22][CH:21]=[CH:20][CH:19]=3)=[O:26])[CH2:7][C:6]=2[NH:5][CH:4]=1. The catalyst class is: 513. (8) Reactant: [F:1][C:2]1[S:6][C:5]([CH:7]=O)=[CH:4][CH:3]=1.[CH2:9]([O:11][C:12](=[O:17])[CH2:13][N:14]=[N+]=[N-])[CH3:10]. Product: [CH2:9]([O:11][C:12]([C:13]1[NH:14][C:4]2[CH:3]=[C:2]([F:1])[S:6][C:5]=2[CH:7]=1)=[O:17])[CH3:10]. The catalyst class is: 8.